Dataset: CYP1A2 inhibition data for predicting drug metabolism from PubChem BioAssay. Task: Regression/Classification. Given a drug SMILES string, predict its absorption, distribution, metabolism, or excretion properties. Task type varies by dataset: regression for continuous measurements (e.g., permeability, clearance, half-life) or binary classification for categorical outcomes (e.g., BBB penetration, CYP inhibition). Dataset: cyp1a2_veith. (1) The drug is COc1ccc(-n2nc(C(=O)NCC(=O)Nc3ccccn3)c3ccccc3c2=O)cc1Cl. The result is 0 (non-inhibitor). (2) The molecule is Cc1ccc[n+](CC(=O)c2cc3ccccc3oc2=O)c1.[Br-]. The result is 0 (non-inhibitor). (3) The molecule is CN(C)c1ccc(-c2cncnc2N(C)Cc2ccco2)cc1. The result is 1 (inhibitor). (4) The compound is O=c1cnc2cnc(OCc3ccccc3)nc2n1Cc1ccc(F)cc1. The result is 1 (inhibitor). (5) The drug is CCc1ccccc1NC(=S)NC1CC2CCC(C1)N2Cc1ccco1. The result is 0 (non-inhibitor). (6) The molecule is Cc1ccccc1Cn1cnc2c(cnn2C(C)(C)C)c1=O. The result is 0 (non-inhibitor). (7) The compound is O=[N+]([O-])c1cccc(/C=N\Nc2ccc3ccccc3n2)c1O. The result is 1 (inhibitor). (8) The result is 0 (non-inhibitor). The compound is COc1ccc(OC)c(S(=O)(=O)N2CCC(C(=O)NCCc3ccccc3)CC2)c1.